This data is from Experimentally validated miRNA-target interactions with 360,000+ pairs, plus equal number of negative samples. The task is: Binary Classification. Given a miRNA mature sequence and a target amino acid sequence, predict their likelihood of interaction. (1) The miRNA is hsa-miR-1229-5p with sequence GUGGGUAGGGUUUGGGGGAGAGCG. The protein sequence of the target gene is MFKADLGRIGIQLHTTYSRRIRKVKVMDNRKEPPFFNEDNVGPFYFKLPFYDTMELFIETLTGTCFELRVSPFEAVISVKGKIQRLEGIPICQQHLIWNNMELEDDYCLNDYNISEGCTLKLVLAMRGGPISTRKVPVEDPLRELAEYMDSSRDEVWEKTSCNKQVTFLVYREGDQLNFFRVVDRGDGTLTPLSESLSGSVYNLYTDEDEEAEPSPSGQQIIENSITMNKMKLLKAKMENMNLSKKPKKVVKVKPRPPLAPRPTSSSTAAARHRLLRVLPHIGQSCLPSGNAHLPETSRN.... Result: 0 (no interaction). (2) The protein sequence of the target gene is MADIKTGIFAKNVQKRLNRAQEKVLQKLGKADETKDEQFEEYVQNFKRQEAEGTRLQRELRGYLAAIKGMQEASMKLTESLHEVYEPDWYGREDVKMVGEKCDVLWEDFHQKLVDGSLLTLDTYLGQFPDIKNRIAKRSRKLVDYDSARHHLEALQSSKRKDESRISKAEEEFQKAQKVFEEFNVDLQEELPSLWSRRVGFYVNTFKNVSSLEAKFHKEIAVLCHKLYEVMTKLGDQHADKAFTIQGAPSDSGPLRIAKTPSPPEEPSPLPSPTASPNHTLAPASPAPARPRSPSQTRKG.... Result: 0 (no interaction). The miRNA is gga-miR-146b-3p with sequence CCCUAUGGAUUCAGUUCUGC. (3) The miRNA is hsa-miR-4662a-3p with sequence AAAGAUAGACAAUUGGCUAAAU. The protein sequence of the target gene is MAGQPAATGSPSADKDGMEPNVVARISQWADDHLRLVRNISTGMAIAGIMLLLRSIRLTSKFTSSSDIPVEFIRRNVKLRGRLRRITENGLEIEHIPITLPIIASLRKEPRGALLVKLAGVELAETGKAWLQKELKPSQLLWFQLLGKENSALFCYLLVSKGGYFSVNLNEEILRRGLGKTVLVKGLKYDSKIYWTVHRNLLKAELTALKKGEGIWKEDSEKESYLEKFKDSWREIWKKDSFLKTTGSDFSLKKESYYEKLKRTYEIWKDNMNNCSLILKFRELISRINFRRKG. Result: 0 (no interaction). (4) The miRNA is hsa-miR-515-5p with sequence UUCUCCAAAAGAAAGCACUUUCUG. The protein sequence of the target gene is MATAATSPALKRLDLRDPAALFETHGAEEIRGLERQVRAEIEHKKEELRQMVGERYRDLIEAADTIGQMRRCAVGLVDAVKATDQYCARLRQAGSAAPRPPRAQQPQQPSQEKFYSMAAQIKLLLEIPEKIWSSMEASQCLHATQLYLLCCHLHSLLQLDSSSSRYSPVLSRFPILIRQVAAASHFRSTILHESKMLLKCQGVSDQAVAEALCSIMLLEESSPRQALTDFLLARKATIQKLLNQPHHGAGIKAQICSLVELLATTLKQAHALFYTLPEGLLPDPALPCGLLFSTLETITG.... Result: 0 (no interaction).